This data is from Full USPTO retrosynthesis dataset with 1.9M reactions from patents (1976-2016). The task is: Predict the reactants needed to synthesize the given product. (1) Given the product [CH:28]([C:29]1[CH:30]=[CH:31][C:32]2[N:33]([CH:35]=[C:36]([NH:38][C:39]([C:41]3[S:45][C:44]([C:46]4[CH:51]=[CH:50][N:49]=[CH:48][CH:47]=4)=[N:43][CH:42]=3)=[O:40])[N:37]=2)[N:34]=1)=[O:27], predict the reactants needed to synthesize it. The reactants are: CS(C)=O.CC(OI1(OC(C)=O)(OC(C)=O)OC(=O)C2C=CC=CC1=2)=O.[OH:27][CH2:28][C:29]1[CH:30]=[CH:31][C:32]2[N:33]([CH:35]=[C:36]([NH:38][C:39]([C:41]3[S:45][C:44]([C:46]4[CH:51]=[CH:50][N:49]=[CH:48][CH:47]=4)=[N:43][CH:42]=3)=[O:40])[N:37]=2)[N:34]=1. (2) Given the product [CH3:24][C:23]1[NH:28][N:27]=[C:1]([C:3]2[CH:8]=[CH:7][N:6]=[C:5]([N:9]3[CH2:10][CH2:11][N:12]([C:15]([O:17][CH2:18][C:19]([CH3:22])([CH3:21])[CH3:20])=[O:16])[CH2:13][CH2:14]3)[CH:4]=2)[N:2]=1, predict the reactants needed to synthesize it. The reactants are: [C:1]([C:3]1[CH:8]=[CH:7][N:6]=[C:5]([N:9]2[CH2:14][CH2:13][N:12]([C:15]([O:17][CH2:18][C:19]([CH3:22])([CH3:21])[CH3:20])=[O:16])[CH2:11][CH2:10]2)[CH:4]=1)#[N:2].[C:23](O)(=O)[CH3:24].[NH2:27][NH2:28].C(=O)([O-])[O-].[K+].[K+]. (3) Given the product [N:2]1([C:27]([O:26][CH2:25][C:22]2[CH:23]=[CH:24][CH:19]=[CH:20][CH:21]=2)=[O:28])[CH2:6][CH:5]=[CH:4][CH2:3]1, predict the reactants needed to synthesize it. The reactants are: Cl.[NH:2]1[CH2:6][CH:5]=[CH:4][CH2:3]1.CCOC(C)=O.C([O-])([O-])=O.[K+].[K+].[CH:19]1[CH:24]=[CH:23][C:22]([CH2:25][O:26][C:27](Cl)=[O:28])=[CH:21][CH:20]=1.